This data is from Forward reaction prediction with 1.9M reactions from USPTO patents (1976-2016). The task is: Predict the product of the given reaction. Given the reactants [CH2:1]([O:3][C:4](=[O:8])[C@H:5]([CH3:7])[NH2:6])[CH3:2].[O-]S([O-])(=O)=O.[Mg+2].[CH:15](=O)[C:16]([CH3:19])([CH3:18])[CH3:17], predict the reaction product. The product is: [CH2:1]([O:3][C:4](=[O:8])[C@H:5]([CH3:7])[N:6]=[CH:15][C:16]([CH3:19])([CH3:18])[CH3:17])[CH3:2].